Dataset: Catalyst prediction with 721,799 reactions and 888 catalyst types from USPTO. Task: Predict which catalyst facilitates the given reaction. (1) Reactant: [CH3:1][O:2][C:3]1[CH:4]=[C:5]2[C:10](=[CH:11][C:12]=1[O:13][CH3:14])[N:9]=[N:8][CH:7]=[C:6]2[NH:15][C:16](=[O:30])[CH2:17][C:18]1[CH:23]=[C:22]([O:24][CH3:25])[C:21]([O:26][CH3:27])=[CH:20][C:19]=1[CH2:28]O.C(N(CC)CC)C.C(Cl)Cl. Product: [CH3:1][O:2][C:3]1[CH:4]=[C:5]2[C:10](=[CH:11][C:12]=1[O:13][CH3:14])[N:9]=[N:8][CH:7]=[C:6]2[N:15]1[C:16](=[O:30])[CH2:17][C:18]2[C:19](=[CH:20][C:21]([O:26][CH3:27])=[C:22]([O:24][CH3:25])[CH:23]=2)[CH2:28]1. The catalyst class is: 6. (2) Reactant: O[NH:2][C:3]1[N:8]=[CH:7][C:6]([C:9]2[CH:31]=[CH:30][C:12]([C:13]([NH:15][CH2:16][C:17]3[CH:22]=[N:21][C:20]([CH3:23])=[C:19]4[O:24][C:25]([CH3:29])([CH3:28])[O:26][CH2:27][C:18]=34)=[O:14])=[CH:11][CH:10]=2)=[CH:5][CH:4]=1. Product: [NH2:2][C:3]1[N:8]=[CH:7][C:6]([C:9]2[CH:31]=[CH:30][C:12]([C:13]([NH:15][CH2:16][C:17]3[CH:22]=[N:21][C:20]([CH3:23])=[C:19]4[O:24][C:25]([CH3:28])([CH3:29])[O:26][CH2:27][C:18]=34)=[O:14])=[CH:11][CH:10]=2)=[CH:5][CH:4]=1. The catalyst class is: 78. (3) Reactant: S(Cl)(Cl)=O.ClC1C=CC=CC=1OC(C)C(O)=O.ClC1C=CC=CC=1OC(C)C(Cl)=O.[CH3:31][O:32][C:33]1[CH:34]=[C:35]2[C:40](=[CH:41][C:42]=1[O:43][CH3:44])[N:39]=[CH:38][N:37]=[C:36]2[O:45][C:46]1[CH:52]=[CH:51][C:49]([NH2:50])=[CH:48][CH:47]=1.[Cl:53][C:54]1[CH:67]=[CH:66][CH:65]=[CH:64][C:55]=1[O:56][CH:57]([CH3:63])[C:58]([N:60]=[C:61]=[S:62])=[O:59]. Product: [Cl:53][C:54]1[CH:67]=[CH:66][CH:65]=[CH:64][C:55]=1[O:56][CH:57]([CH3:63])[C:58]([NH:60][C:61]([NH:50][C:49]1[CH:51]=[CH:52][C:46]([O:45][C:36]2[C:35]3[C:40](=[CH:41][C:42]([O:43][CH3:44])=[C:33]([O:32][CH3:31])[CH:34]=3)[N:39]=[CH:38][N:37]=2)=[CH:47][CH:48]=1)=[S:62])=[O:59]. The catalyst class is: 234.